Dataset: Catalyst prediction with 721,799 reactions and 888 catalyst types from USPTO. Task: Predict which catalyst facilitates the given reaction. Reactant: [CH3:1][O:2][CH2:3][CH2:4][S:5][C:6]1[CH:11]=[CH:10][C:9](B(O)O)=[CH:8][CH:7]=1.Br[C:16]1[N:21]=[CH:20][C:19]([O:22][CH2:23][CH:24]2[CH2:29][CH2:28][N:27]([C:30]([O:32][CH:33]([CH3:35])[CH3:34])=[O:31])[CH2:26][CH2:25]2)=[CH:18][CH:17]=1.C([O-])([O-])=O.[Na+].[Na+]. Product: [CH3:1][O:2][CH2:3][CH2:4][S:5][C:6]1[CH:11]=[CH:10][C:9]([C:16]2[N:21]=[CH:20][C:19]([O:22][CH2:23][CH:24]3[CH2:25][CH2:26][N:27]([C:30]([O:32][CH:33]([CH3:35])[CH3:34])=[O:31])[CH2:28][CH2:29]3)=[CH:18][CH:17]=2)=[CH:8][CH:7]=1. The catalyst class is: 628.